From a dataset of Full USPTO retrosynthesis dataset with 1.9M reactions from patents (1976-2016). Predict the reactants needed to synthesize the given product. (1) Given the product [Br:17][C:14]1[N:15]=[C:16]2[C:8]([N:7]3[CH2:2][C:3]4[C:4](=[CH:37][CH:38]=[CH:39][CH:40]=4)[C:5]3=[O:6])=[CH:9][N:10]([C:18]([C:19]3[CH:20]=[CH:21][CH:22]=[CH:23][CH:24]=3)([C:25]3[CH:30]=[CH:29][CH:28]=[CH:27][CH:26]=3)[C:31]3[CH:32]=[CH:33][CH:34]=[CH:35][CH:36]=3)[C:11]2=[N:12][CH:13]=1, predict the reactants needed to synthesize it. The reactants are: Br[CH2:2][C:3]1[CH:40]=[CH:39][CH:38]=[CH:37][C:4]=1[C:5]([NH:7][C:8]1[C:16]2[C:11](=[N:12][CH:13]=[C:14]([Br:17])[N:15]=2)[N:10]([C:18]([C:31]2[CH:36]=[CH:35][CH:34]=[CH:33][CH:32]=2)([C:25]2[CH:30]=[CH:29][CH:28]=[CH:27][CH:26]=2)[C:19]2[CH:24]=[CH:23][CH:22]=[CH:21][CH:20]=2)[CH:9]=1)=[O:6].[H-].[Na+]. (2) Given the product [CH3:60][O:61][C:62]1[CH:63]=[C:64]2[C:69](=[CH:70][CH:71]=1)[C:68](=[O:72])[CH:67]([C:1]1[CH:6]=[CH:5][CH:4]=[CH:3][CH:2]=1)[CH2:66][CH2:65]2, predict the reactants needed to synthesize it. The reactants are: [C:1]1(P([C:1]2[CH:6]=[CH:5][CH:4]=[CH:3][CH:2]=2)[C:1]2[CH:6]=[CH:5][C:4]3[C:3](=CC=CC=3)[C:2]=2[C:1]2[C:6]3[C:5](=CC=CC=3)[CH:4]=[CH:3][C:2]=2P([C:1]2[CH:6]=[CH:5][CH:4]=[CH:3][CH:2]=2)[C:1]2[CH:6]=[CH:5][CH:4]=[CH:3][CH:2]=2)[CH:6]=[CH:5][CH:4]=[CH:3][CH:2]=1.CC(C)([O-])C.[K+].BrC1C=CC=CC=1.[CH3:60][O:61][C:62]1[CH:63]=[C:64]2[C:69](=[CH:70][CH:71]=1)[C:68](=[O:72])[CH2:67][CH2:66][CH2:65]2.[Cl-].[NH4+]. (3) Given the product [F:41][C:38]1[CH:39]=[CH:40][C:35]([C@H:17]([NH:16][C:2]2[C:3]3[N:11]=[CH:10][CH:9]=[C:8]([C:12]([NH2:14])=[O:13])[C:4]=3[N:5]=[CH:6][N:7]=2)[CH2:18][NH:19][CH:32]([CH3:34])[CH3:33])=[CH:36][C:37]=1[C:42]([F:43])([F:44])[F:45], predict the reactants needed to synthesize it. The reactants are: O[C:2]1[C:3]2[N:11]=[CH:10][CH:9]=[C:8]([C:12]([NH2:14])=[O:13])[C:4]=2[N:5]=[CH:6][N:7]=1.Cl.[NH2:16][C@@H:17]([C:35]1[CH:40]=[CH:39][C:38]([F:41])=[C:37]([C:42]([F:45])([F:44])[F:43])[CH:36]=1)[CH2:18][N:19]([CH:32]([CH3:34])[CH3:33])S(C1C=CC([N+]([O-])=O)=CC=1)(=O)=O. (4) The reactants are: C(OC([N:11]1[CH2:15][C@H:14]([OH:16])[CH2:13][C@H:12]1[C:17]([N:19]1[CH2:24][CH2:23][CH:22]([CH2:25][C:26]2[CH:31]=[CH:30][CH:29]=[CH:28][CH:27]=2)[CH2:21][CH2:20]1)=[O:18])=O)C1C=CC=CC=1. Given the product [CH2:25]([CH:22]1[CH2:21][CH2:20][N:19]([C:17]([C@@H:12]2[CH2:13][C@@H:14]([OH:16])[CH2:15][NH:11]2)=[O:18])[CH2:24][CH2:23]1)[C:26]1[CH:31]=[CH:30][CH:29]=[CH:28][CH:27]=1, predict the reactants needed to synthesize it. (5) Given the product [C:1]([O:5][C:6]([N:8]1[CH2:12][C@@H:11]([NH:13][C:20]2[CH:19]=[CH:18][C:17]([Br:16])=[CH:22][C:21]=2[N+:23]([O-:25])=[O:24])[CH2:10][C@H:9]1[CH2:14][OH:15])=[O:7])([CH3:4])([CH3:3])[CH3:2], predict the reactants needed to synthesize it. The reactants are: [C:1]([O:5][C:6]([N:8]1[CH2:12][C@@H:11]([NH2:13])[CH2:10][C@H:9]1[CH2:14][OH:15])=[O:7])([CH3:4])([CH3:3])[CH3:2].[Br:16][C:17]1[CH:18]=[CH:19][C:20](F)=[C:21]([N+:23]([O-:25])=[O:24])[CH:22]=1.C(N(CC)CC)C. (6) The reactants are: [Cl:1][C:2]1[CH:3]=[C:4]2[C:8](=[CH:9][CH:10]=1)[N:7]([CH2:11][C:12]1[CH:13]=C([CH:17]=[CH:18][CH:19]=1)C#N)[C:6]([C:20]1[CH:21]=[N:22][CH:23]=[CH:24][CH:25]=1)=[C:5]2[CH3:26].Cl.[C:28]([OH:31])(=[O:30])[CH3:29]. Given the product [NH4+:7].[OH-:30].[Cl:1][C:2]1[CH:3]=[C:4]2[C:8](=[CH:9][CH:10]=1)[N:7]([CH2:11][C:12]1[CH:13]=[C:29]([CH:17]=[CH:18][CH:19]=1)[C:28]([OH:31])=[O:30])[C:6]([C:20]1[CH:21]=[N:22][CH:23]=[CH:24][CH:25]=1)=[C:5]2[CH3:26], predict the reactants needed to synthesize it. (7) Given the product [CH3:29][O:28][C:26](=[O:27])[CH2:25][N:11]([S:8]([C:5]1[CH:6]=[CH:7][C:2]([CH3:1])=[CH:3][CH:4]=1)(=[O:9])=[O:10])[C@@H:12]([C:14]([O:16][CH3:17])=[O:15])[CH3:13], predict the reactants needed to synthesize it. The reactants are: [CH3:1][C:2]1[CH:7]=[CH:6][C:5]([S:8]([NH:11][C@@H:12]([C:14]([O:16][CH3:17])=[O:15])[CH3:13])(=[O:10])=[O:9])=[CH:4][CH:3]=1.C(=O)([O-])[O-].[Cs+].[Cs+].Br[CH2:25][C:26]([O:28][CH3:29])=[O:27]. (8) Given the product [CH3:8][C:3]1[CH:4]=[CH:5][CH:6]=[CH:7][C:2]=1[NH:1][S:16]([CH3:15])(=[O:18])=[O:17], predict the reactants needed to synthesize it. The reactants are: [NH2:1][C:2]1[C:3]([CH3:8])=[CH:4][CH:5]=[CH:6][CH:7]=1.N1C=CC=CC=1.[CH3:15][S:16](Cl)(=[O:18])=[O:17]. (9) The reactants are: Cl[C:2]1[N:7]=[C:6]([NH:8][C:9]2[CH:19]=[CH:18][C:17]([N:20]3[CH2:25][CH2:24][O:23][CH2:22][CH2:21]3)=[CH:16][C:10]=2[O:11][CH2:12][CH2:13][C:14]#[N:15])[C:5]([Cl:26])=[CH:4][N:3]=1.[CH3:27][O:28][CH2:29][CH2:30][N:31]1[CH2:37][CH2:36][C:35]2[CH:38]=[C:39]([NH2:42])[CH:40]=[CH:41][C:34]=2[CH2:33][CH2:32]1.C12(CS(O)(=O)=O)C(C)(C)C(CC1)CC2=O. Given the product [Cl:26][C:5]1[C:6]([NH:8][C:9]2[CH:19]=[CH:18][C:17]([N:20]3[CH2:25][CH2:24][O:23][CH2:22][CH2:21]3)=[CH:16][C:10]=2[O:11][CH2:12][CH2:13][C:14]#[N:15])=[N:7][C:2]([NH:42][C:39]2[CH:40]=[CH:41][C:34]3[CH2:33][CH2:32][N:31]([CH2:30][CH2:29][O:28][CH3:27])[CH2:37][CH2:36][C:35]=3[CH:38]=2)=[N:3][CH:4]=1, predict the reactants needed to synthesize it.